The task is: Regression. Given two drug SMILES strings and cell line genomic features, predict the synergy score measuring deviation from expected non-interaction effect.. This data is from NCI-60 drug combinations with 297,098 pairs across 59 cell lines. (1) Drug 1: C1CCC(CC1)NC(=O)N(CCCl)N=O. Drug 2: C1CN(CCN1C(=O)CCBr)C(=O)CCBr. Cell line: TK-10. Synergy scores: CSS=0.534, Synergy_ZIP=-2.85, Synergy_Bliss=0.704, Synergy_Loewe=-5.00, Synergy_HSA=-4.95. (2) Drug 1: C(CN)CNCCSP(=O)(O)O. Drug 2: B(C(CC(C)C)NC(=O)C(CC1=CC=CC=C1)NC(=O)C2=NC=CN=C2)(O)O. Cell line: RPMI-8226. Synergy scores: CSS=67.1, Synergy_ZIP=-0.731, Synergy_Bliss=-1.55, Synergy_Loewe=-25.8, Synergy_HSA=1.37. (3) Drug 1: C(CC(=O)O)C(=O)CN.Cl. Drug 2: CC1C(C(CC(O1)OC2CC(CC3=C2C(=C4C(=C3O)C(=O)C5=CC=CC=C5C4=O)O)(C(=O)C)O)N)O. Cell line: 786-0. Synergy scores: CSS=48.7, Synergy_ZIP=-2.18, Synergy_Bliss=-7.17, Synergy_Loewe=-16.2, Synergy_HSA=-5.27. (4) Drug 1: CCC1=C2CN3C(=CC4=C(C3=O)COC(=O)C4(CC)O)C2=NC5=C1C=C(C=C5)O. Drug 2: CC1CCCC2(C(O2)CC(NC(=O)CC(C(C(=O)C(C1O)C)(C)C)O)C(=CC3=CSC(=N3)C)C)C. Cell line: HCT-15. Synergy scores: CSS=44.9, Synergy_ZIP=-2.38, Synergy_Bliss=0.667, Synergy_Loewe=0.308, Synergy_HSA=3.22. (5) Drug 1: CS(=O)(=O)C1=CC(=C(C=C1)C(=O)NC2=CC(=C(C=C2)Cl)C3=CC=CC=N3)Cl. Drug 2: CCCCC(=O)OCC(=O)C1(CC(C2=C(C1)C(=C3C(=C2O)C(=O)C4=C(C3=O)C=CC=C4OC)O)OC5CC(C(C(O5)C)O)NC(=O)C(F)(F)F)O. Cell line: HCT-15. Synergy scores: CSS=3.34, Synergy_ZIP=-2.15, Synergy_Bliss=-0.243, Synergy_Loewe=-0.196, Synergy_HSA=-1.27. (6) Cell line: COLO 205. Drug 2: CN(C(=O)NC(C=O)C(C(C(CO)O)O)O)N=O. Drug 1: C1CCN(CC1)CCOC2=CC=C(C=C2)C(=O)C3=C(SC4=C3C=CC(=C4)O)C5=CC=C(C=C5)O. Synergy scores: CSS=-3.52, Synergy_ZIP=5.28, Synergy_Bliss=6.94, Synergy_Loewe=-5.58, Synergy_HSA=-4.63.